From a dataset of Full USPTO retrosynthesis dataset with 1.9M reactions from patents (1976-2016). Predict the reactants needed to synthesize the given product. (1) Given the product [Cl:1][C:2]1[CH:7]=[CH:6][C:5]([C:8]2[CH:9]=[C:10]([NH2:16])[C:11]([C:14]#[C:15][C:18]3[CH:19]=[CH:20][C:21]([O:22][CH2:23][CH2:24][N:25]4[CH2:26][CH2:27][CH:28]([CH3:31])[CH2:29][CH2:30]4)=[CH:32][CH:33]=3)=[N:12][CH:13]=2)=[CH:4][CH:3]=1, predict the reactants needed to synthesize it. The reactants are: [Cl:1][C:2]1[CH:7]=[CH:6][C:5]([C:8]2[CH:9]=[C:10]([NH2:16])[C:11]([C:14]#[CH:15])=[N:12][CH:13]=2)=[CH:4][CH:3]=1.I[C:18]1[CH:33]=[CH:32][C:21]([O:22][CH2:23][CH2:24][N:25]2[CH2:30][CH2:29][CH:28]([CH3:31])[CH2:27][CH2:26]2)=[CH:20][CH:19]=1. (2) Given the product [F:47][C:44]1[CH:45]=[CH:46][C:41]([C:33]2[C:32]3[C:37](=[CH:38][C:29]([CH2:28][N:3]4[CH2:4][CH:5]([C:8]([F:11])([F:9])[F:10])[NH:6][CH2:7][C@@H:2]4[CH3:1])=[CH:30][CH:31]=3)[N:36]=[C:35]([C:39]#[N:40])[CH:34]=2)=[CH:42][CH:43]=1, predict the reactants needed to synthesize it. The reactants are: [CH3:1][C@H:2]1[CH2:7][NH:6][CH:5]([C:8]([F:11])([F:10])[F:9])[CH2:4][NH:3]1.CC(N(C)C)=O.CCN(C(C)C)C(C)C.Br[CH2:28][C:29]1[CH:38]=[C:37]2[C:32]([C:33]([C:41]3[CH:46]=[CH:45][C:44]([F:47])=[CH:43][CH:42]=3)=[CH:34][C:35]([C:39]#[N:40])=[N:36]2)=[CH:31][CH:30]=1. (3) Given the product [CH:4]([NH2:3])([CH3:9])[CH3:5].[O:26]1[C:35]2[CH:34]=[C:33]([CH2:36][NH:37][CH:38]3[CH2:43][CH2:42][N:41]([CH2:44][C:45]4([F:59])[C:49]5=[C:50]([F:58])[CH:51]=[N:52][C:53]6[CH:54]=[CH:55][C:56](=[O:57])[N:47]([C:48]=65)[CH2:46]4)[CH2:40][CH2:39]3)[N:32]=[CH:31][C:30]=2[O:29][CH2:28][CH2:27]1.[NH2:60][CH:61]1[CH2:62][CH2:63][N:64]([CH2:67][C:68]2([F:82])[C:72]3=[C:73]([F:81])[CH:74]=[N:75][C:76]4[CH:77]=[CH:78][C:79](=[O:80])[N:70]([C:71]=43)[CH2:69]2)[CH2:65][CH2:66]1, predict the reactants needed to synthesize it. The reactants are: Cl.Cl.[NH2:3][CH:4]1[CH2:9]CN(CC2(F)C3=C(F)C=NC4C=CC(=O)N(C=43)C2)C[CH2:5]1.[O:26]1[C:35]2[CH:34]=[C:33]([CH2:36][NH:37][CH:38]3[CH2:43][CH2:42][N:41]([CH2:44][C:45]4([F:59])[C:49]5=[C:50]([F:58])[CH:51]=[N:52][C:53]6[CH:54]=[CH:55][C:56](=[O:57])[N:47]([C:48]=65)[CH2:46]4)[CH2:40][CH2:39]3)[N:32]=[CH:31][C:30]=2[O:29][CH2:28][CH2:27]1.[NH2:60][CH:61]1[CH2:66][CH2:65][N:64]([CH2:67][C:68]2([F:82])[C:72]3=[C:73]([F:81])[CH:74]=[N:75][C:76]4[CH:77]=[CH:78][C:79](=[O:80])[N:70]([C:71]=43)[CH2:69]2)[CH2:63][CH2:62]1.